The task is: Predict the reaction yield, written as a fraction of the theoretical maximum amount of product (1.0 means a 100% yield; for example, 0.34 means a 34% yield).. This data is from Reaction yield outcomes from USPTO patents with 853,638 reactions. (1) The reactants are [OH:1][CH:2]1[CH2:7][CH2:6][NH:5][CH2:4][CH2:3]1.[C:8]([O:12][C:13](=[O:29])[NH:14][C:15](=[N:21][C:22]([O:24][C:25]([CH3:28])([CH3:27])[CH3:26])=[O:23])N1C=CC=N1)([CH3:11])([CH3:10])[CH3:9]. The catalyst is C1COCC1. The product is [C:25]([O:24][C:22](=[O:23])[NH:21][C:15](=[N:14][C:13]([O:12][C:8]([CH3:11])([CH3:10])[CH3:9])=[O:29])[N:5]1[CH2:6][CH2:7][CH:2]([OH:1])[CH2:3][CH2:4]1)([CH3:28])([CH3:27])[CH3:26]. The yield is 0.550. (2) The reactants are [F:1][C:2]1[CH:9]=[CH:8][C:5]([C:6]#N)=[C:4]([S:10][C:11]2[CH:16]=[CH:15][CH:14]=[C:13]([F:17])[CH:12]=2)[CH:3]=1.[OH2:18]. The catalyst is C(OCC)(=O)C. The product is [F:1][C:2]1[CH:9]=[CH:8][C:5]2[C:6](=[O:18])[C:16]3[C:11]([S:10][C:4]=2[CH:3]=1)=[CH:12][C:13]([F:17])=[CH:14][CH:15]=3. The yield is 0.0300. (3) The yield is 0.650. The catalyst is O1CCCC1.[Zn].C1C=CC(/C=C/C(/C=C/C2C=CC=CC=2)=O)=CC=1.C1C=CC(/C=C/C(/C=C/C2C=CC=CC=2)=O)=CC=1.[Pd]. The product is [CH3:10][O:11][C:12](=[O:22])/[C:13](/[C:43]1[CH:48]=[CH:47][C:46]([N:49]2[C:53]([CH3:54])=[N:52][N:51]=[N:50]2)=[C:45]([C:55]([F:58])([F:57])[F:56])[CH:44]=1)=[CH:14]/[CH2:15][CH:16]1[CH2:20][CH2:19][CH2:18][CH2:17]1. The reactants are BrCCBr.C[Si](Cl)(C)C.[CH3:10][O:11][C:12](=[O:22])/[C:13](/I)=[CH:14]\[CH2:15][CH:16]1[CH2:20][CH2:19][CH2:18][CH2:17]1.C1(P(C2C=CC=CC=2)C2C=CC=CC=2)C=CC=CC=1.Br[C:43]1[CH:48]=[CH:47][C:46]([N:49]2[C:53]([CH3:54])=[N:52][N:51]=[N:50]2)=[C:45]([C:55]([F:58])([F:57])[F:56])[CH:44]=1.[Cl-].[NH4+]. (4) The reactants are Cl.[NH2:2][C:3]1[CH:4]=[C:5]([CH:10]=[CH:11][C:12]=1[NH2:13])[C:6]([O:8][CH3:9])=[O:7].O.N1C=CC=CC=1.[C:21](Cl)(=[O:30])[C:22]1[CH:27]=[CH:26][C:25]([O:28][CH3:29])=[CH:24][CH:23]=1. The catalyst is C(#N)C. The product is [CH3:29][O:28][C:25]1[CH:26]=[CH:27][C:22]([C:21]([NH:2][C:3]2[CH:4]=[C:5]([CH:10]=[CH:11][C:12]=2[NH2:13])[C:6]([O:8][CH3:9])=[O:7])=[O:30])=[CH:23][CH:24]=1. The yield is 0.590. (5) The reactants are [C:1]([C:5]1[CH:12]=[CH:11][C:10]([N+:13]([O-])=O)=[CH:9][C:6]=1[C:7]#[N:8])([CH3:4])([CH3:3])[CH3:2].C([O-])=O.[NH4+]. The catalyst is CCO.[Pd]. The product is [C:1]([C:5]1[CH:12]=[CH:11][C:10]([NH2:13])=[CH:9][C:6]=1[C:7]#[N:8])([CH3:4])([CH3:2])[CH3:3]. The yield is 0.910. (6) The reactants are [CH3:1][CH:2]([C:8](=O)[CH2:9][C:10](=O)[CH3:11])[C:3]([O:5][CH2:6][CH3:7])=[O:4].[NH2:14][NH2:15]. The catalyst is C1COCC1.O. The product is [CH3:11][C:10]1[CH:9]=[C:8]([CH:2]([CH3:1])[C:3]([O:5][CH2:6][CH3:7])=[O:4])[NH:15][N:14]=1. The yield is 0.100. (7) The yield is 0.940. The reactants are C(OC(=O)[NH:7][CH:8]1[CH2:13][CH2:12][CH2:11][CH:10]([NH:14][C:15](=[O:26])[C:16]2[CH:21]=[CH:20][C:19]([C:22]([CH3:25])([CH3:24])[CH3:23])=[CH:18][CH:17]=2)[CH2:9]1)(C)(C)C.C(O)(C(F)(F)F)=O. The catalyst is ClCCl. The product is [NH2:7][CH:8]1[CH2:13][CH2:12][CH2:11][CH:10]([NH:14][C:15](=[O:26])[C:16]2[CH:17]=[CH:18][C:19]([C:22]([CH3:24])([CH3:23])[CH3:25])=[CH:20][CH:21]=2)[CH2:9]1. (8) The reactants are [Br:1][C:2]1[CH:10]=[CH:9][C:5]([C:6]([OH:8])=[O:7])=[C:4]([CH3:11])[CH:3]=1.[CH3:12]O. The catalyst is Cl. The product is [Br:1][C:2]1[CH:10]=[CH:9][C:5]([C:6]([O:8][CH3:12])=[O:7])=[C:4]([CH3:11])[CH:3]=1. The yield is 1.00.